From a dataset of Peptide-MHC class I binding affinity with 185,985 pairs from IEDB/IMGT. Regression. Given a peptide amino acid sequence and an MHC pseudo amino acid sequence, predict their binding affinity value. This is MHC class I binding data. (1) The peptide sequence is EPEKDIRELL. The MHC is HLA-B07:02 with pseudo-sequence HLA-B07:02. The binding affinity (normalized) is 0.108. (2) The peptide sequence is IMVASDVCK. The MHC is HLA-A33:01 with pseudo-sequence HLA-A33:01. The binding affinity (normalized) is 0.246. (3) The peptide sequence is FIAKHFLEL. The MHC is HLA-B15:01 with pseudo-sequence HLA-B15:01. The binding affinity (normalized) is 0.188. (4) The peptide sequence is TTLLNETAK. The MHC is HLA-A68:01 with pseudo-sequence HLA-A68:01. The binding affinity (normalized) is 0.785. (5) The peptide sequence is CPPTCPGYRW. The MHC is H-2-Ld with pseudo-sequence H-2-Ld. The binding affinity (normalized) is 0. (6) The MHC is HLA-B39:01 with pseudo-sequence HLA-B39:01. The binding affinity (normalized) is 0.0847. The peptide sequence is IVFMWAIHH. (7) The peptide sequence is TPKKPNSAL. The MHC is HLA-B58:01 with pseudo-sequence HLA-B58:01. The binding affinity (normalized) is 0.0847.